Binary Classification. Given a miRNA mature sequence and a target amino acid sequence, predict their likelihood of interaction. From a dataset of Experimentally validated miRNA-target interactions with 360,000+ pairs, plus equal number of negative samples. The miRNA is mmu-miR-465c-3p with sequence GAUCAGGGCCUUUCUAAGUAGA. The protein sequence of the target gene is MSGQSLTDRITAAQHSVTGSAVSKTVCKATTHEIMGPKKKHLDYLIQCTNEMNVNIPQLADSLFERTTNSSWVVVFKSLITTHHLMVYGNERFIQYLASRNTLFNLSNFLDKSGLQGYDMSTFIRRYSRYLNEKAVSYRQVAFDFTKVKRGADGVMRTMNTEKLLKTVPIIQNQMDALLDFNVNSNELTNGVINAAFMLLFKDAIRLFAAYNEGIINLLEKYFDMKKNQCKEGLDIYKKFLTRMTRISEFLKVAEQVGIDRGDIPDLSQAPSSLLDALEQHLASLEGKKIKDSTAASRAT.... Result: 0 (no interaction).